From a dataset of Merck oncology drug combination screen with 23,052 pairs across 39 cell lines. Regression. Given two drug SMILES strings and cell line genomic features, predict the synergy score measuring deviation from expected non-interaction effect. Synergy scores: synergy=-19.1. Drug 2: CS(=O)(=O)CCNCc1ccc(-c2ccc3ncnc(Nc4ccc(OCc5cccc(F)c5)c(Cl)c4)c3c2)o1. Cell line: NCIH460. Drug 1: CN(Cc1cnc2nc(N)nc(N)c2n1)c1ccc(C(=O)NC(CCC(=O)O)C(=O)O)cc1.